From a dataset of hERG channel blocking data for cardiac toxicity assessment. Regression/Classification. Given a drug SMILES string, predict its toxicity properties. Task type varies by dataset: regression for continuous values (e.g., LD50, hERG inhibition percentage) or binary classification for toxic/non-toxic outcomes (e.g., AMES mutagenicity, cardiotoxicity, hepatotoxicity). Dataset: herg. (1) The result is 1 (blocker). The molecule is CN(C)C(=O)N1CC(c2cc(F)ccc2F)=C[C@@H]1c1cccc(O)c1. (2) The compound is O=C1NCCN1CCN1CC=C(c2cn(-c3ccc(F)cc3)c3ccc(Cl)cc23)CC1. The result is 1 (blocker).